This data is from Reaction yield outcomes from USPTO patents with 853,638 reactions. The task is: Predict the reaction yield, written as a fraction of the theoretical maximum amount of product (1.0 means a 100% yield; for example, 0.34 means a 34% yield). (1) The yield is 0.370. The catalyst is CN(C)C=O. The product is [CH2:53]([N:52]1[C:17](=[O:18])[C:16]([C:11]2[NH:10][C:9]3[CH:20]=[CH:21][C:6]([NH:5][S:2]([CH3:1])(=[O:4])=[O:3])=[CH:7][C:8]=3[S:13](=[O:15])(=[O:14])[N:12]=2)=[C:44]([OH:45])[C@H:46]2[C@@H:51]1[C@H:50]1[CH2:60][C@@H:47]2[CH2:48][CH2:49]1)[C:54]1[CH:55]=[CH:56][CH:57]=[CH:58][CH:59]=1. The reactants are [CH3:1][S:2]([NH:5][C:6]1[CH:21]=[CH:20][C:9]2[NH:10][C:11]([CH2:16][C:17](O)=[O:18])=[N:12][S:13](=[O:15])(=[O:14])[C:8]=2[CH:7]=1)(=[O:4])=[O:3].Cl.CN(C)CCCN=C=NCC.CN1CCOCC1.C(O[C:44]([C@H:46]1[C@@H:51]([NH:52][CH2:53][C:54]2[CH:59]=[CH:58][CH:57]=[CH:56][CH:55]=2)[C@H:50]2[CH2:60][C@@H:47]1[CH2:48][CH2:49]2)=[O:45])C.[O-]CC.[Na+].C(O)C. (2) The reactants are [CH2:1]([O:5][C:6]1[N:11]=[C:10]([C:12](OC)=[O:13])[CH:9]=[CH:8][CH:7]=1)[CH2:2][CH2:3][CH3:4].[BH4-].[Na+]. The catalyst is C(O)C. The product is [CH2:1]([O:5][C:6]1[N:11]=[C:10]([CH2:12][OH:13])[CH:9]=[CH:8][CH:7]=1)[CH2:2][CH2:3][CH3:4]. The yield is 0.910.